This data is from Catalyst prediction with 721,799 reactions and 888 catalyst types from USPTO. The task is: Predict which catalyst facilitates the given reaction. (1) Reactant: [Cl:1][C:2]1[CH:3]=[C:4]2[C:9](=[CH:10][CH:11]=1)[CH:8]=[C:7]([S:12]([N:15]([CH:26]1[CH2:31][CH2:30][CH2:29][N:28]([C:32]3[CH:37]=[CH:36][C:35](C4C=CC=CC=4S(C)(=O)=O)=[CH:34][C:33]=3[F:48])[C:27]1=[O:49])CC(N(CCN(C)C)C)=O)(=[O:14])=[O:13])[CH:6]=[CH:5]2.F[C:51](F)(F)[C:52]([O-:54])=O.CN(C)CCNC.CN1CCOCC1.CN([P+](O[N:82]1N=NC2[C:83]1=[CH:84][CH:85]=CC=2)(N(C)C)N(C)C)C.F[P-](F)(F)(F)(F)F. Product: [F:48][C:33]1[CH:34]=[C:35]([N:82]2[CH2:83][CH2:84][CH2:85][CH2:51][C:52]2=[O:54])[CH:36]=[CH:37][C:32]=1[N:28]1[CH2:29][CH2:30][CH2:31][CH:26]([NH:15][S:12]([C:7]2[CH:6]=[CH:5][C:4]3[C:9](=[CH:10][CH:11]=[C:2]([Cl:1])[CH:3]=3)[CH:8]=2)(=[O:14])=[O:13])[C:27]1=[O:49]. The catalyst class is: 3. (2) Reactant: Br[C:2]1[CH:3]=[C:4]2[C:9](=[C:10]3[N:15]([CH3:16])[CH2:14][CH:13]=[CH:12][C:11]=13)[N:8]=[CH:7][N:6]([C@H:17]1[CH2:22][CH2:21][CH2:20][CH2:19][C@@H:18]1[OH:23])[C:5]2=[O:24].C([O-])(=O)C.[K+].[B:30]1([B:30]2[O:34][C:33]([CH3:36])([CH3:35])[C:32]([CH3:38])([CH3:37])[O:31]2)[O:34][C:33]([CH3:36])([CH3:35])[C:32]([CH3:38])([CH3:37])[O:31]1.ClCCl. Product: [OH:23][C@H:18]1[CH2:19][CH2:20][CH2:21][CH2:22][C@@H:17]1[N:6]1[C:5](=[O:24])[C:4]2[C:9](=[C:10]3[N:15]([CH3:16])[CH2:14][CH:13]=[CH:12][C:11]3=[C:2]([B:30]3[O:34][C:33]([CH3:36])([CH3:35])[C:32]([CH3:38])([CH3:37])[O:31]3)[CH:3]=2)[N:8]=[CH:7]1. The catalyst class is: 149. (3) Reactant: [OH:1][NH:2][C:3](=[O:15])[C:4]1[CH:9]=[C:8]([N+:10]([O-])=O)[CH:7]=[CH:6][C:5]=1[O:13][CH3:14]. Product: [NH2:10][C:8]1[CH:7]=[CH:6][C:5]([O:13][CH3:14])=[C:4]([CH:9]=1)[C:3]([NH:2][OH:1])=[O:15]. The catalyst class is: 45. (4) Reactant: [Cl:1][C:2]1[C:3]([CH3:21])=[C:4]([CH:19]=[O:20])[C:5]([C:11]2[CH:16]=[C:15]([F:17])[CH:14]=[C:13]([F:18])[CH:12]=2)=[C:6]([CH:8]([OH:10])[CH3:9])[CH:7]=1.[OH-:22].[Na+].Cl. Product: [Cl:1][C:2]1[C:3]([CH3:21])=[C:4]([C:19]([OH:22])=[O:20])[C:5]([C:11]2[CH:16]=[C:15]([F:17])[CH:14]=[C:13]([F:18])[CH:12]=2)=[C:6]([CH:8]([OH:10])[CH3:9])[CH:7]=1. The catalyst class is: 24. (5) Product: [CH3:22][O:21][C:13]1[CH:12]=[C:11](/[CH:10]=[CH:9]/[CH:8]=[CH:7]/[C:6]([NH:5][C@H:4]([C:3]([OH:47])=[O:2])[CH2:24][CH2:25][CH2:26][CH2:27][NH:28][C:29](=[O:46])/[CH:30]=[CH:31]/[CH:32]=[CH:33]/[C:34]2[CH:35]=[C:36]([O:44][CH3:45])[C:37]([O:42][CH3:43])=[C:38]([O:40][CH3:41])[CH:39]=2)=[O:23])[CH:16]=[C:15]([O:17][CH3:18])[C:14]=1[O:19][CH3:20]. The catalyst class is: 111. Reactant: C[O:2][C:3](=[O:47])[C@H:4]([CH2:24][CH2:25][CH2:26][CH2:27][NH:28][C:29](=[O:46])/[CH:30]=[CH:31]/[CH:32]=[CH:33]/[C:34]1[CH:39]=[C:38]([O:40][CH3:41])[C:37]([O:42][CH3:43])=[C:36]([O:44][CH3:45])[CH:35]=1)[NH:5][C:6](=[O:23])/[CH:7]=[CH:8]/[CH:9]=[CH:10]/[C:11]1[CH:16]=[C:15]([O:17][CH3:18])[C:14]([O:19][CH3:20])=[C:13]([O:21][CH3:22])[CH:12]=1.[OH-].[K+].Cl. (6) Reactant: [OH:1][C:2]1[CH:7]=[CH:6][C:5]([S:8][C:9]2[CH:14]=[CH:13][C:12]([NH:15][C:16]([C:18]3[S:19][CH:20]=[CH:21][CH:22]=3)=[O:17])=[CH:11][C:10]=2[N+:23]([O-])=O)=[CH:4][CH:3]=1.[NH4+].[Cl-]. Product: [NH2:23][C:10]1[CH:11]=[C:12]([NH:15][C:16]([C:18]2[S:19][CH:20]=[CH:21][CH:22]=2)=[O:17])[CH:13]=[CH:14][C:9]=1[S:8][C:5]1[CH:4]=[CH:3][C:2]([OH:1])=[CH:7][CH:6]=1. The catalyst class is: 292. (7) Reactant: [CH:1]1([N:6]2[C:14]3[CH:13]=[CH:12][N:11]=[C:10]([O:15][CH3:16])[C:9]=3[C:8](=[O:17])[NH:7]2)[CH2:5][CH2:4][CH2:3][CH2:2]1.N1C=CC=CC=1.[F:24][C:25]([F:38])([F:37])[S:26](O[S:26]([C:25]([F:38])([F:37])[F:24])(=[O:28])=[O:27])(=[O:28])=[O:27]. Product: [F:24][C:25]([F:38])([F:37])[S:26]([O:17][C:8]1[C:9]2[C:10]([O:15][CH3:16])=[N:11][CH:12]=[CH:13][C:14]=2[N:6]([CH:1]2[CH2:2][CH2:3][CH2:4][CH2:5]2)[N:7]=1)(=[O:28])=[O:27]. The catalyst class is: 10. (8) Reactant: [C:1]([N:8]1[CH:12]=[CH:11][N:10]=[CH:9]1)(N1C=CN=C1)=[O:2].[NH2:13][C:14]1[N:23]=[C:22]([C:24]([N:26]2[CH2:34][C:33]3[C:28](=[CH:29][CH:30]=[CH:31][CH:32]=3)[CH2:27]2)=[O:25])[C:21]2[C:16](=[CH:17][CH:18]=[C:19]([C:35]3[CH:40]=[C:39]([F:41])[C:38]([F:42])=[CH:37][C:36]=3[CH2:43][OH:44])[CH:20]=2)[N:15]=1.[CH3:45]N(C)CCN.Cl.C(=O)(O)[O-]. Product: [CH3:45][N:10]([CH3:9])[CH2:11][CH2:12][NH:8][C:1](=[O:2])[O:44][CH2:43][C:36]1[CH:37]=[C:38]([F:42])[C:39]([F:41])=[CH:40][C:35]=1[C:19]1[CH:20]=[C:21]2[C:16](=[CH:17][CH:18]=1)[N:15]=[C:14]([NH2:13])[N:23]=[C:22]2[C:24]([N:26]1[CH2:27][C:28]2[C:33](=[CH:32][CH:31]=[CH:30][CH:29]=2)[CH2:34]1)=[O:25]. The catalyst class is: 17. (9) Reactant: [CH3:1][O:2][C:3]1[CH:4]=[C:5]([NH2:14])[C:6](=[C:10]([O:12][CH3:13])[CH:11]=1)[C:7]([OH:9])=[O:8].[CH2:15](N(CC)CC)[CH3:16].C(OC(=O)C)(=O)C.O. Product: [CH3:13][O:12][C:10]1[C:6]2[C:7](=[O:9])[O:8][C:15]([CH3:16])=[N:14][C:5]=2[CH:4]=[C:3]([O:2][CH3:1])[CH:11]=1. The catalyst class is: 2.